This data is from Peptide-MHC class I binding affinity with 185,985 pairs from IEDB/IMGT. The task is: Regression. Given a peptide amino acid sequence and an MHC pseudo amino acid sequence, predict their binding affinity value. This is MHC class I binding data. (1) The peptide sequence is TQDLFLPFY. The MHC is HLA-B58:01 with pseudo-sequence HLA-B58:01. The binding affinity (normalized) is 0.0427. (2) The peptide sequence is RTPQDNQLTY. The MHC is HLA-A30:02 with pseudo-sequence HLA-A30:02. The binding affinity (normalized) is 0.997. (3) The peptide sequence is IVNRNRQGY. The MHC is HLA-A30:02 with pseudo-sequence HLA-A30:02. The binding affinity (normalized) is 0.613. (4) The peptide sequence is LVFPVEGTK. The MHC is HLA-A02:02 with pseudo-sequence HLA-A02:02. The binding affinity (normalized) is 0.160. (5) The peptide sequence is IAIFNNRNLA. The MHC is HLA-A68:02 with pseudo-sequence HLA-A68:02. The binding affinity (normalized) is 0.325. (6) The peptide sequence is CADGTRHTY. The MHC is HLA-A26:01 with pseudo-sequence HLA-A26:01. The binding affinity (normalized) is 0.145. (7) The peptide sequence is RPNNNTRKSI. The binding affinity (normalized) is 0.716. The MHC is HLA-B07:02 with pseudo-sequence HLA-B07:02.